This data is from Full USPTO retrosynthesis dataset with 1.9M reactions from patents (1976-2016). The task is: Predict the reactants needed to synthesize the given product. (1) Given the product [C:21]1([CH2:27][CH2:28][CH2:29][NH:30][C:14]([C:13]2[CH:8]([C:4]3[CH:5]=[CH:6][CH:7]=[C:2]([Cl:1])[CH:3]=3)[NH:9][C:10](=[O:20])[NH:11][C:12]=2[CH2:17][O:18][CH3:19])=[O:16])[CH:26]=[CH:25][CH:24]=[CH:23][CH:22]=1, predict the reactants needed to synthesize it. The reactants are: [Cl:1][C:2]1[CH:3]=[C:4]([CH:8]2[C:13]([C:14]([OH:16])=O)=[C:12]([CH2:17][O:18][CH3:19])[NH:11][C:10](=[O:20])[NH:9]2)[CH:5]=[CH:6][CH:7]=1.[C:21]1([CH2:27][CH2:28][CH2:29][NH2:30])[CH:26]=[CH:25][CH:24]=[CH:23][CH:22]=1.CCN=C=NCCCN(C)C.Cl. (2) The reactants are: [NH2:1][C:2]1[CH:3]=[C:4]([CH:16]2[CH2:18][CH2:17]2)[C:5]([N:8]2[CH2:13][CH2:12][CH:11]([O:14][CH3:15])[CH2:10][CH2:9]2)=[N:6][CH:7]=1.[Cl:19][C:20]1[CH:25]=[CH:24][C:23]([N:26]2[CH:30]=[C:29]([C:31](Cl)=[O:32])[CH:28]=[N:27]2)=[CH:22][CH:21]=1.[CH2:34](N(CC)CC)C.[OH-].[Na+]. Given the product [Cl:19][C:20]1[CH:25]=[CH:24][C:23]([N:26]2[C:30]([CH3:34])=[C:29]([C:31]([NH:1][C:2]3[CH:7]=[N:6][C:5]([N:8]4[CH2:13][CH2:12][CH:11]([O:14][CH3:15])[CH2:10][CH2:9]4)=[C:4]([CH:16]4[CH2:17][CH2:18]4)[CH:3]=3)=[O:32])[CH:28]=[N:27]2)=[CH:22][CH:21]=1, predict the reactants needed to synthesize it. (3) Given the product [Cl:36][C:37]1[CH:38]=[CH:39][C:40]([O:51][CH2:52][CH:53]([CH3:55])[CH3:54])=[C:41]([CH2:43][N:44]2[C:48]([CH3:49])=[CH:47][C:46]([NH:50][C:11]([C:3]3[CH:2]=[N:1][C:10]4[C:5]([CH:4]=3)=[CH:6][CH:7]=[CH:8][CH:9]=4)=[O:13])=[N:45]2)[CH:42]=1, predict the reactants needed to synthesize it. The reactants are: [N:1]1[C:10]2[C:5](=[CH:6][CH:7]=[CH:8][CH:9]=2)[CH:4]=[C:3]([C:11]([OH:13])=O)[CH:2]=1.Cl.CN(C)CCCN=C=NCC.ON1C2N=CC=CC=2N=N1.[Cl:36][C:37]1[CH:38]=[CH:39][C:40]([O:51][CH2:52][CH:53]([CH3:55])[CH3:54])=[C:41]([CH2:43][N:44]2[C:48]([CH3:49])=[CH:47][C:46]([NH2:50])=[N:45]2)[CH:42]=1.Cl. (4) Given the product [F:23][C:24]1[CH:29]=[C:28]([N+:30]([O-:32])=[O:31])[CH:27]=[CH:26][C:25]=1[O:33][C:2]1[C:11]2[C:6](=[CH:7][C:8]([O:14][CH2:15][C:16]3([C:19]([O:21][CH3:22])=[O:20])[CH2:18][CH2:17]3)=[C:9]([O:12][CH3:13])[CH:10]=2)[N:5]=[CH:4][CH:3]=1, predict the reactants needed to synthesize it. The reactants are: Cl[C:2]1[C:11]2[C:6](=[CH:7][C:8]([O:14][CH2:15][C:16]3([C:19]([O:21][CH3:22])=[O:20])[CH2:18][CH2:17]3)=[C:9]([O:12][CH3:13])[CH:10]=2)[N:5]=[CH:4][CH:3]=1.[F:23][C:24]1[CH:29]=[C:28]([N+:30]([O-:32])=[O:31])[CH:27]=[CH:26][C:25]=1[OH:33]. (5) Given the product [F:1][C:2]1[C:7]([F:8])=[C:6]([OH:9])[C:5]([F:11])=[C:4]([F:12])[C:3]=1[C:13]1[C:14]([NH:16][C:17](=[O:19])[CH:18]=1)=[O:15], predict the reactants needed to synthesize it. The reactants are: [F:1][C:2]1[C:7]([F:8])=[C:6]([O:9]C)[C:5]([F:11])=[C:4]([F:12])[C:3]=1[C:13]1[C:14]([NH:16][C:17](=[O:19])[CH:18]=1)=[O:15].B(Br)(Br)Br. (6) Given the product [CH3:1][O:2][C:3](=[O:18])[C:4]1[CH:9]=[CH:8][C:7]([CH2:10][N:20]2[CH2:24][CH2:23][O:34][CH2:22][CH2:21]2)=[CH:6][C:5]=1[O:11][CH2:12][CH2:13][CH2:14][CH2:15][O:16][CH3:17], predict the reactants needed to synthesize it. The reactants are: [CH3:1][O:2][C:3](=[O:18])[C:4]1[CH:9]=[CH:8][C:7]([CH3:10])=[CH:6][C:5]=1[O:11][CH2:12][CH2:13][CH2:14][CH2:15][O:16][CH3:17].Br[N:20]1[C:24](=O)[CH2:23][CH2:22][C:21]1=O.C(OOC(=O)C1C=CC=CC=1)(=[O:34])C1C=CC=CC=1.